From a dataset of Full USPTO retrosynthesis dataset with 1.9M reactions from patents (1976-2016). Predict the reactants needed to synthesize the given product. The reactants are: [CH3:1][N:2]([CH3:21])[C:3]1[CH:8]=[CH:7][C:6]([C:9]2[O:10][C:11]3[C:12](=[C:14]([C:18](O)=[O:19])[CH:15]=[CH:16][CH:17]=3)[N:13]=2)=[CH:5][CH:4]=1.Cl.Cl.[NH2:24][CH:25]1[CH2:32][CH:31]2[N:33]([CH3:34])[CH:27]([CH2:28][CH2:29][CH2:30]2)[CH2:26]1.Cl.C(N=C=NCCCN(C)C)C.ON1C2C=CC=CC=2N=N1.CCN(C(C)C)C(C)C. Given the product [CH3:34][N:33]1[CH:27]2[CH2:28][CH2:29][CH2:30][CH:31]1[CH2:32][CH:25]([NH:24][C:18]([C:14]1[CH:15]=[CH:16][CH:17]=[C:11]3[O:10][C:9]([C:6]4[CH:5]=[CH:4][C:3]([N:2]([CH3:21])[CH3:1])=[CH:8][CH:7]=4)=[N:13][C:12]=13)=[O:19])[CH2:26]2, predict the reactants needed to synthesize it.